From a dataset of Forward reaction prediction with 1.9M reactions from USPTO patents (1976-2016). Predict the product of the given reaction. Given the reactants [C:1]([O:4][C@@H:5]1[CH2:29][CH2:28][C@@:27]2([CH3:30])[C@H:7]([CH2:8][CH2:9][C@@H:10]3[C:26]2=[CH:25][CH2:24][C@@:23]2([CH3:31])[C@H:11]3[CH2:12][CH2:13][C@@H:14]2[C@H:15]([CH3:22])[CH2:16][CH2:17][C:18]([O:20][CH3:21])=[O:19])[CH2:6]1)(=[O:3])[CH3:2].CC(O)=[O:34], predict the reaction product. The product is: [C:1]([O:4][C@@H:5]1[CH2:29][CH2:28][C@@:27]2([CH3:30])[C@H:7]([CH2:8][CH2:9][C@@H:10]3[C:26]2=[CH:25][C:24](=[O:34])[C@@:23]2([CH3:31])[C@H:11]3[CH2:12][CH2:13][C@@H:14]2[C@H:15]([CH3:22])[CH2:16][CH2:17][C:18]([O:20][CH3:21])=[O:19])[CH2:6]1)(=[O:3])[CH3:2].